From a dataset of Full USPTO retrosynthesis dataset with 1.9M reactions from patents (1976-2016). Predict the reactants needed to synthesize the given product. (1) Given the product [ClH:18].[CH:1]1([S:4]([C:7]2[CH:14]=[CH:13][CH:12]=[CH:11][C:8]=2[CH2:9][NH2:10])(=[O:6])=[O:5])[CH2:3][CH2:2]1, predict the reactants needed to synthesize it. The reactants are: [CH:1]1([S:4]([C:7]2[CH:14]=[CH:13][CH:12]=[CH:11][C:8]=2[C:9]#[N:10])(=[O:6])=[O:5])[CH2:3][CH2:2]1.S(C)C.[ClH:18]. (2) Given the product [CH3:23][C:9]1[S:8][C:7]([C:5]([OH:6])=[O:4])=[CH:11][C:10]=1[NH:12][C:13]([NH:15][CH2:16][C:17]1[CH:22]=[CH:21][CH:20]=[CH:19][CH:18]=1)=[O:14], predict the reactants needed to synthesize it. The reactants are: [OH-].[K+].C[O:4][C:5]([C:7]1[S:8][C:9]([CH3:23])=[C:10]([NH:12][C:13]([NH:15][CH2:16][C:17]2[CH:22]=[CH:21][CH:20]=[CH:19][CH:18]=2)=[O:14])[CH:11]=1)=[O:6].Cl. (3) Given the product [F:1][C:2]1[CH:3]=[CH:4][C:5]([CH:8]2[C:13]3=[N:14][NH:15][C:16](=[O:21])[C:17]4[CH:18]=[CH:19][CH:20]=[C:11]([C:12]=43)[NH:10][CH:9]2[C:22]2[CH:41]=[CH:40][C:25]([CH2:26][N:27]3[CH2:32][CH2:31][NH:30][CH2:29][CH2:28]3)=[CH:24][CH:23]=2)=[CH:6][CH:7]=1, predict the reactants needed to synthesize it. The reactants are: [F:1][C:2]1[CH:7]=[CH:6][C:5]([CH:8]2[C:13]3=[N:14][NH:15][C:16](=[O:21])[C:17]4[CH:18]=[CH:19][CH:20]=[C:11]([C:12]=43)[NH:10][CH:9]2[C:22]2[CH:41]=[CH:40][C:25]([CH2:26][N:27]3[CH2:32][CH2:31][N:30](C(OC(C)(C)C)=O)[CH2:29][CH2:28]3)=[CH:24][CH:23]=2)=[CH:4][CH:3]=1.Cl. (4) Given the product [F:1][C:2]1[CH:7]=[CH:6][C:5]([O:8][CH3:9])=[CH:4][C:3]=1[C:10]1[C:11]([CH:26]=[O:27])=[CH:12][C:13]([O:16][CH2:17][C:18]2[CH:23]=[CH:22][C:21]([O:24][CH3:25])=[CH:20][CH:19]=2)=[CH:14][CH:15]=1, predict the reactants needed to synthesize it. The reactants are: [F:1][C:2]1[CH:7]=[CH:6][C:5]([O:8][CH3:9])=[CH:4][C:3]=1[C:10]1[CH:15]=[CH:14][C:13]([O:16][CH2:17][C:18]2[CH:23]=[CH:22][C:21]([O:24][CH3:25])=[CH:20][CH:19]=2)=[CH:12][C:11]=1[CH2:26][OH:27].C(N(CC)CC)C.[Cl-].[NH4+]. (5) Given the product [Cl:3][CH2:13][CH2:12][CH2:11][C:8]1[CH:7]=[CH:6][N:5]=[C:16]([Cl:18])[CH:9]=1, predict the reactants needed to synthesize it. The reactants are: S(Cl)([Cl:3])=O.[N:5]1C=[CH:9][C:8]([CH2:11][CH2:12][CH2:13]O)=[CH:7][CH:6]=1.Cl[CH:16]([Cl:18])Cl. (6) Given the product [Cl:1][C:2]1[CH:3]=[CH:4][C:5]([CH:8](/[C:9](/[F:26])=[C:10](\[F:25])/[CH2:11][C:12]2[CH:17]=[CH:16][CH:15]=[C:14]([O:18][C:19]3[CH:24]=[CH:23][CH:22]=[CH:21][CH:20]=3)[CH:13]=2)[CH2:27][CH2:28][OH:29])=[CH:6][CH:7]=1, predict the reactants needed to synthesize it. The reactants are: [Cl:1][C:2]1[CH:7]=[CH:6][C:5]([CH:8]([CH2:27][CH2:28][O:29]C)/[C:9](/[F:26])=[C:10](\[F:25])/[CH2:11][C:12]2[CH:17]=[CH:16][CH:15]=[C:14]([O:18][C:19]3[CH:24]=[CH:23][CH:22]=[CH:21][CH:20]=3)[CH:13]=2)=[CH:4][CH:3]=1.B(Br)(Br)Br. (7) Given the product [Br:1][C:2]1[CH:3]=[N:4][C:5]([CH:9]=[CH2:10])=[N:6][CH:7]=1, predict the reactants needed to synthesize it. The reactants are: [Br:1][C:2]1[CH:3]=[N:4][C:5](I)=[N:6][CH:7]=1.[CH:9]([Mg]Br)=[CH2:10]. (8) Given the product [CH2:1]([C:5]1[N:6]=[C:7]([CH3:28])[N:8]([C:34]2[CH:33]=[CH:32][CH:31]=[C:30]([CH3:29])[CH:35]=2)[C:9](=[O:27])[C:10]=1[CH2:11][C:12]1[CH:17]=[CH:16][C:15]([C:18]2[C:19]([C:24]#[N:25])=[CH:20][CH:21]=[CH:22][CH:23]=2)=[CH:14][C:13]=1[F:26])[CH2:2][CH2:3][CH3:4], predict the reactants needed to synthesize it. The reactants are: [CH2:1]([C:5]1[N:6]=[C:7]([CH3:28])[NH:8][C:9](=[O:27])[C:10]=1[CH2:11][C:12]1[CH:17]=[CH:16][C:15]([C:18]2[C:19]([C:24]#[N:25])=[CH:20][CH:21]=[CH:22][CH:23]=2)=[CH:14][C:13]=1[F:26])[CH2:2][CH2:3][CH3:4].[CH3:29][C:30]1[CH:31]=[C:32](B(O)O)[CH:33]=[CH:34][CH:35]=1.C(N(CC)CC)C.N1C=CC=CC=1. (9) Given the product [Cl:1][C:2]1[CH:7]=[C:6]([C:8]2[NH:12][C:11]3[CH:13]=[CH:14][CH:15]=[C:16]([NH:22][C:25](=[O:34])[O:51][CH2:44][C:45]4[CH:50]=[CH:49][CH:48]=[CH:47][CH:46]=4)[C:10]=3[N:9]=2)[CH:5]=[CH:4][N:3]=1, predict the reactants needed to synthesize it. The reactants are: [Cl:1][C:2]1[CH:7]=[C:6]([C:8]2[NH:12][C:11]3[CH:13]=[CH:14][CH:15]=[C:16](C(O)=O)[C:10]=3[N:9]=2)[CH:5]=[CH:4][N:3]=1.C([N:22]([CH2:25]C)CC)C.C1C=CC(P(N=[N+]=[N-])(C2C=CC=CC=2)=[O:34])=CC=1.[CH2:44]([OH:51])[C:45]1[CH:50]=[CH:49][CH:48]=[CH:47][CH:46]=1.